Task: Predict which catalyst facilitates the given reaction.. Dataset: Catalyst prediction with 721,799 reactions and 888 catalyst types from USPTO (1) Reactant: FC1C=C(F)C=CC=1CO[C:6]1[CH:11]=[CH:10][N:9]([CH2:12][C:13]2[CH:18]=[CH:17][CH:16]=[C:15]([F:19])[CH:14]=2)[C:8](=[O:20])[CH:7]=1.[I:26]N1C(=O)CCC1=O.ClC(Cl)C(O)=O. Product: [F:19][C:15]1[CH:14]=[C:13]([CH:18]=[CH:17][CH:16]=1)[CH2:12][N:9]1[CH:10]=[CH:11][CH:6]=[C:7]([I:26])[C:8]1=[O:20]. The catalyst class is: 23. (2) Reactant: [CH:1]1([Mg]Br)[CH2:3][CH2:2]1.[CH2:6]([C@@:9]1([CH3:35])[CH2:14][C@H:13]([C:15]2[CH:20]=[CH:19][CH:18]=[C:17]([Cl:21])[CH:16]=2)[C@@H:12]([C:22]2[CH:27]=[CH:26][C:25]([Cl:28])=[CH:24][CH:23]=2)[N:11]([C@@H:29]([CH2:32][CH3:33])[CH:30]=[O:31])[C:10]1=[O:34])[CH:7]=[CH2:8]. Product: [CH2:6]([C@@:9]1([CH3:35])[CH2:14][C@H:13]([C:15]2[CH:20]=[CH:19][CH:18]=[C:17]([Cl:21])[CH:16]=2)[C@@H:12]([C:22]2[CH:23]=[CH:24][C:25]([Cl:28])=[CH:26][CH:27]=2)[N:11]([C@@H:29]([CH2:32][CH3:33])[CH:30]([CH:1]2[CH2:3][CH2:2]2)[OH:31])[C:10]1=[O:34])[CH:7]=[CH2:8]. The catalyst class is: 1. (3) Reactant: [CH2:1](C([Sn])=C(CCCC)CCCC)[CH2:2]CC.Br[C:17]1[CH:22]=[C:21]([O:23][CH:24]([F:26])[F:25])[CH:20]=[C:19]([Br:27])[CH:18]=1.C(C1C=C(C)C=C(C(C)(C)C)C=1O)(C)(C)C.[OH-].[Na+]. Product: [Br:27][C:19]1[CH:18]=[C:17]([CH:1]=[CH2:2])[CH:22]=[C:21]([O:23][CH:24]([F:26])[F:25])[CH:20]=1. The catalyst class is: 109. (4) Reactant: [CH:1]([C:3]1[O:7][C:6]([C:8]([OH:10])=[O:9])=[CH:5][CH:4]=1)=[O:2].O.[CH2:12](O)[CH3:13]. Product: [CH:1]([C:3]1[O:7][C:6]([C:8]([O:10][CH2:12][CH3:13])=[O:9])=[CH:5][CH:4]=1)=[O:2]. The catalyst class is: 65. (5) Reactant: [CH2:1]([O:8][C:9]1[CH:15]=[CH:14][CH:13]=[C:12]([F:16])[C:10]=1[NH2:11])[C:2]1[CH:7]=[CH:6][CH:5]=[CH:4][CH:3]=1.Br[CH2:18][C:19]([O:21][CH3:22])=[O:20].C(=O)([O-])[O-].[K+].[K+].C(OCC)(=O)C. Product: [CH2:1]([O:8][C:9]1[CH:15]=[CH:14][CH:13]=[C:12]([F:16])[C:10]=1[NH:11][CH2:18][C:19]([O:21][CH3:22])=[O:20])[C:2]1[CH:3]=[CH:4][CH:5]=[CH:6][CH:7]=1. The catalyst class is: 3. (6) Reactant: [Cl:1][C:2]1[C:11]2[C:6](=[CH:7][CH:8]=[C:9]([C:12]([C:20]3[N:24]([CH3:25])[CH:23]=[N:22][CH:21]=3)([CH:14]3[CH2:19][CH2:18][NH:17][CH2:16][CH2:15]3)[OH:13])[CH:10]=2)[N:5]=[C:4]([O:26][CH3:27])[C:3]=1[CH2:28][CH:29]1[CH2:34][CH2:33][O:32][CH2:31][CH2:30]1.[C:35](OC(=O)C)(=[O:37])[CH3:36]. Product: [Cl:1][C:2]1[C:11]2[C:6](=[CH:7][CH:8]=[C:9]([C:12]([OH:13])([C:20]3[N:24]([CH3:25])[CH:23]=[N:22][CH:21]=3)[CH:14]3[CH2:15][CH2:16][N:17]([C:35](=[O:37])[CH3:36])[CH2:18][CH2:19]3)[CH:10]=2)[N:5]=[C:4]([O:26][CH3:27])[C:3]=1[CH2:28][CH:29]1[CH2:30][CH2:31][O:32][CH2:33][CH2:34]1. The catalyst class is: 2. (7) Reactant: [CH:1]1([N:6]2[C:14]([C:15]3[CH:20]=[CH:19][C:18]([O:21]C)=[CH:17][CH:16]=3)=[C:13]3[C:8]([C:9]([F:23])=[CH:10][CH:11]=[CH:12]3)=[N:7]2)[CH2:5][CH2:4][CH2:3][CH2:2]1.C1CCCCC=1.B(Br)(Br)Br.O. Product: [CH:1]1([N:6]2[C:14]([C:15]3[CH:16]=[CH:17][C:18]([OH:21])=[CH:19][CH:20]=3)=[C:13]3[C:8]([C:9]([F:23])=[CH:10][CH:11]=[CH:12]3)=[N:7]2)[CH2:2][CH2:3][CH2:4][CH2:5]1. The catalyst class is: 2. (8) Reactant: C([C:3]1[C:4]([F:17])=[C:5]([CH:9]=[C:10]([O:15][CH3:16])[C:11]=1[N+:12]([O-])=O)[C:6]([OH:8])=[O:7])C.CC(O)=O. Product: [NH2:12][C:11]1[C:10]([O:15][CH3:16])=[CH:9][C:5]([C:6]([OH:8])=[O:7])=[C:4]([F:17])[CH:3]=1. The catalyst class is: 5. (9) Reactant: [NH2:1][C:2]1[CH:35]=[CH:34][C:5]([CH2:6][CH:7]2[CH2:11][CH2:10][C@H:9]([C@H:12]([O:19][Si:20]([C:23]([CH3:26])([CH3:25])[CH3:24])([CH3:22])[CH3:21])[C:13]3[CH:18]=[CH:17][CH:16]=[CH:15][CH:14]=3)[N:8]2[C:27]([O:29][C:30]([CH3:33])([CH3:32])[CH3:31])=[O:28])=[CH:4][CH:3]=1. Product: [NH2:1][C:2]1[CH:3]=[CH:4][C:5]([CH2:6][C@@H:7]2[CH2:11][CH2:10][C@H:9]([C@H:12]([O:19][Si:20]([C:23]([CH3:26])([CH3:25])[CH3:24])([CH3:22])[CH3:21])[C:13]3[CH:18]=[CH:17][CH:16]=[CH:15][CH:14]=3)[N:8]2[C:27]([O:29][C:30]([CH3:33])([CH3:32])[CH3:31])=[O:28])=[CH:34][CH:35]=1. The catalyst class is: 5.